This data is from Reaction yield outcomes from USPTO patents with 853,638 reactions. The task is: Predict the reaction yield, written as a fraction of the theoretical maximum amount of product (1.0 means a 100% yield; for example, 0.34 means a 34% yield). (1) The reactants are [Cl:1][C:2]1[N:7]=[CH:6][C:5]([CH:8]=O)=[CH:4][CH:3]=1.[NH:10]1[CH2:14][CH2:13][CH2:12][CH2:11]1. No catalyst specified. The product is [Cl:1][C:2]1[CH:3]=[CH:4][C:5]([CH2:8][N:10]2[CH2:14][CH2:13][CH2:12][CH2:11]2)=[CH:6][N:7]=1. The yield is 0.700. (2) The reactants are Br[CH2:2][C:3]1[CH:4]=[C:5]([NH:14][C:15]2[N:20]=[C:19]([C:21]([F:24])([F:23])[F:22])[CH:18]=[CH:17][N:16]=2)[CH:6]=[C:7]([C:9]2[S:13][CH:12]=[N:11][CH:10]=2)[CH:8]=1.[CH:25]1(B(O)O)C[CH2:26]1.P([O-])([O-])([O-])=O.[K+].[K+].[K+].C1(P(C2CCCCC2)C2CCCCC2)CCCCC1. The catalyst is CC([O-])=O.CC([O-])=O.[Pd+2].O.C1(C)C=CC=CC=1. The product is [CH:2]1([C:3]2[CH:4]=[C:5]([NH:14][C:15]3[N:20]=[C:19]([C:21]([F:24])([F:23])[F:22])[CH:18]=[CH:17][N:16]=3)[CH:6]=[C:7]([C:9]3[S:13][CH:12]=[N:11][CH:10]=3)[CH:8]=2)[CH2:26][CH2:25]1. The yield is 0.810. (3) The reactants are [CH3:1][C:2]1[CH:7]=[CH:6][CH:5]=[CH:4][C:3]=1[C:8](=O)[CH2:9][C:10](=O)[C:11]([F:14])([F:13])[F:12].CCC(C1C=CC=CC=1)=O.[NH2:27][C:28]1[N:29]=[CH:30][NH:31][C:32]=1[C:33]#[N:34]. No catalyst specified. The product is [CH3:1][C:2]1[CH:7]=[CH:6][CH:5]=[CH:4][C:3]=1[C:8]1[CH:9]=[C:10]([C:11]([F:14])([F:13])[F:12])[N:29]2[CH:30]=[N:31][C:32]([C:33]#[N:34])=[C:28]2[N:27]=1. The yield is 0.0600. (4) The reactants are [Br:1][CH:2]([Br:21])[C:3]1[CH:11]=[CH:10][C:6]([C:7](O)=[O:8])=[CH:5][C:4]=1[B:12]1[O:16][C:15]([CH3:18])([CH3:17])[C:14]([CH3:20])([CH3:19])[O:13]1.C(Cl)(=O)C([Cl:25])=O. The catalyst is C(Cl)Cl.CN(C=O)C. The product is [Br:1][CH:2]([Br:21])[C:3]1[CH:11]=[CH:10][C:6]([C:7]([Cl:25])=[O:8])=[CH:5][C:4]=1[B:12]1[O:16][C:15]([CH3:18])([CH3:17])[C:14]([CH3:20])([CH3:19])[O:13]1. The yield is 1.01. (5) The catalyst is O.CC(O)=O. The yield is 0.670. The product is [F:1][C:2]1[CH:8]=[CH:7][C:6]([F:9])=[CH:5][C:3]=1[NH:4][N:11]=[C:23]([C:24](=[O:26])[CH3:25])[C:20](=[O:22])[CH3:21]. The reactants are [F:1][C:2]1[CH:8]=[CH:7][C:6]([F:9])=[CH:5][C:3]=1[NH2:4].Cl.[N:11]([O-])=O.[Na+].C([O-])(=O)C.[K+].[C:20]([CH2:23][C:24](=[O:26])[CH3:25])(=[O:22])[CH3:21].